From a dataset of Catalyst prediction with 721,799 reactions and 888 catalyst types from USPTO. Predict which catalyst facilitates the given reaction. (1) Reactant: [OH:1][CH:2]([C:6]1[CH:11]=[CH:10][C:9]([C:12]2[N:16]=[C:15]([C:17]3[O:21][N:20]=[C:19]([C:22]4[CH:27]=[CH:26][CH:25]=[CH:24][CH:23]=4)[C:18]=3[C:28]([F:31])([F:30])[F:29])[O:14][N:13]=2)=[CH:8][CH:7]=1)[C:3](O)=[O:4].CN1CC[O:36]CC1.CN(C(ON1N=[N:54][C:49]2C=[CH:51][CH:52]=[N:53][C:48]1=2)=[N+](C)C)C.F[P-](F)(F)(F)(F)F. Product: [CH2:52]([NH:53][C:48](=[O:36])[CH2:49][NH:54][C:3](=[O:4])[CH:2]([OH:1])[C:6]1[CH:7]=[CH:8][C:9]([C:12]2[N:16]=[C:15]([C:17]3[O:21][N:20]=[C:19]([C:22]4[CH:27]=[CH:26][CH:25]=[CH:24][CH:23]=4)[C:18]=3[C:28]([F:30])([F:31])[F:29])[O:14][N:13]=2)=[CH:10][CH:11]=1)[CH3:51]. The catalyst class is: 3. (2) Reactant: [F:1][C:2]1[CH:9]=[CH:8][C:5]([C:6]#[N:7])=[CH:4][CH:3]=1.[NH2:10][OH:11]. Product: [F:1][C:2]1[CH:9]=[CH:8][C:5]([C:6]([NH:10][OH:11])=[NH:7])=[CH:4][CH:3]=1. The catalyst class is: 8. (3) Reactant: [Cl:1][C:2]1[CH:9]=[CH:8][CH:7]=[C:6]([F:10])[C:3]=1[CH:4]=O.[N+:11]([C:13]1[CH:22]=[CH:21][C:16]2[O:17][CH2:18][CH2:19][O:20][C:15]=2[CH:14]=1)#[C-:12].[F:23][C:24]1[N:29]=[C:28]([NH2:30])[CH:27]=[CH:26][CH:25]=1.[Br-].C([N+]1C=CN(C)C=1)CCC. Product: [Cl:1][C:2]1[CH:9]=[CH:8][CH:7]=[C:6]([F:10])[C:3]=1[C:4]1[N:30]=[C:28]2[CH:27]=[CH:26][CH:25]=[C:24]([F:23])[N:29]2[C:12]=1[NH:11][C:13]1[CH:22]=[CH:21][C:16]2[O:17][CH2:18][CH2:19][O:20][C:15]=2[CH:14]=1. The catalyst class is: 243.